Dataset: Forward reaction prediction with 1.9M reactions from USPTO patents (1976-2016). Task: Predict the product of the given reaction. (1) Given the reactants [Br:1][C:2]1[CH:10]=[C:9]2[C:5]([CH:6]=[CH:7][N:8]2[CH2:11][CH2:12]CC(O)=O)=[CH:4][CH:3]=1.[H-].C([Al+]CC(C)C)C(C)C.C1C[O:30]CC1, predict the reaction product. The product is: [Br:1][C:2]1[CH:10]=[C:9]2[C:5]([CH:6]=[CH:7][N:8]2[CH2:11][CH2:12][OH:30])=[CH:4][CH:3]=1. (2) Given the reactants [C:1]([C:3]1[N:8]=[CH:7][C:6]([NH:9][C@@H:10]2[CH2:15][CH2:14][CH2:13][CH2:12][C@@H:11]2[NH:16]C(=O)OC(C)(C)C)=[CH:5][C:4]=1[NH:24][C:25]1[CH:34]=[CH:33][C:32]2[C:31](O)([CH3:35])[CH2:30][CH2:29][CH2:28][C:27]=2[N:26]=1)#[N:2].FC(F)(F)C(O)=O, predict the reaction product. The product is: [NH2:16][C@H:11]1[CH2:12][CH2:13][CH2:14][CH2:15][C@H:10]1[NH:9][C:6]1[CH:5]=[C:4]([NH:24][C:25]2[CH:34]=[CH:33][C:32]3[C:31]([CH3:35])=[CH:30][CH2:29][CH2:28][C:27]=3[N:26]=2)[C:3]([C:1]#[N:2])=[N:8][CH:7]=1.